This data is from Catalyst prediction with 721,799 reactions and 888 catalyst types from USPTO. The task is: Predict which catalyst facilitates the given reaction. (1) Reactant: [CH3:1][C:2]([N+:7]([O-:9])=[O:8])([CH2:5][OH:6])[CH2:3][OH:4].[CH3:10][C:11]([N:13]([CH3:15])[CH3:14])=[O:12].CO. Product: [CH3:10][C:11]([N:13]([CH3:15])[CH3:14])=[O:12].[CH3:1][C:2]([N+:7]([O-:9])=[O:8])([CH2:5][OH:6])[CH2:3][OH:4]. The catalyst class is: 11. (2) Product: [F:1][C:2]1[C:7]([F:8])=[CH:6][CH:5]=[CH:4][C:3]=1[C@H:9]([NH2:11])[CH3:10]. The catalyst class is: 2. Reactant: [F:1][C:2]1[C:7]([F:8])=[CH:6][CH:5]=[CH:4][C:3]=1[C@H:9]([NH:11]S(C(C)(C)C)=O)[CH3:10].Cl.